The task is: Predict the product of the given reaction.. This data is from Forward reaction prediction with 1.9M reactions from USPTO patents (1976-2016). (1) Given the reactants [F:1][CH:2]([F:37])[C:3]1[N:7]2[C:8]3[CH:32]=[CH:31][C:30]([C:33]([F:36])([F:35])[F:34])=[CH:29][C:9]=3[C@@H:10]([C:19]3[CH:24]=[CH:23][CH:22]=[C:21]([O:25][CH3:26])[C:20]=3[O:27][CH3:28])[O:11][C@H:12]([CH2:13][C:14]([O:16]CC)=[O:15])[C:6]2=[N:5][N:4]=1.Cl, predict the reaction product. The product is: [F:37][CH:2]([F:1])[C:3]1[N:7]2[C:8]3[CH:32]=[CH:31][C:30]([C:33]([F:36])([F:35])[F:34])=[CH:29][C:9]=3[C@@H:10]([C:19]3[CH:24]=[CH:23][CH:22]=[C:21]([O:25][CH3:26])[C:20]=3[O:27][CH3:28])[O:11][C@H:12]([CH2:13][C:14]([OH:16])=[O:15])[C:6]2=[N:5][N:4]=1. (2) The product is: [C:2]1([C:21]2[CH:26]=[CH:25][CH:24]=[CH:23][CH:22]=2)[CH:20]=[CH:19][C:5]([O:6][C@@H:7]2[CH2:11][O:10][CH2:9][C@@H:8]2[NH:12][S:13]([CH:16]([CH3:18])[CH3:17])(=[O:15])=[O:14])=[CH:4][CH:3]=1. Given the reactants Br[C:2]1[CH:20]=[CH:19][C:5]([O:6][C@@H:7]2[CH2:11][O:10][CH2:9][C@@H:8]2[NH:12][S:13]([CH:16]([CH3:18])[CH3:17])(=[O:15])=[O:14])=[CH:4][CH:3]=1.[C:21]1(B(O)O)[CH:26]=[CH:25][CH:24]=[CH:23][CH:22]=1.C1(P(C2CCCCC2)C2C=CC=CC=2C2C(C(C)C)=CC(C(C)C)=CC=2C(C)C)CCCCC1.[F-].[K+], predict the reaction product. (3) Given the reactants [F:1][C:2]1[CH:7]=[CH:6][C:5]([F:8])=[CH:4][C:3]=1[CH:9]([S:20][C:21]1[CH:22]=[N:23][C:24]([C:27]([F:30])([F:29])[F:28])=[CH:25][CH:26]=1)[C:10]1[C:11]([CH3:19])=[CH:12][C:13]([C:16]([OH:18])=O)=[N:14][CH:15]=1.F[P-](F)(F)(F)(F)F.[N:38]1(O[P+](N2CCCC2)(N2CCCC2)N2CCCC2)C2C=CC=CC=2N=N1.ON1C2C=CC=CC=2N=N1.[Cl-].[NH4+].C(N(C(C)C)C(C)C)C, predict the reaction product. The product is: [F:1][C:2]1[CH:7]=[CH:6][C:5]([F:8])=[CH:4][C:3]=1[CH:9]([S:20][C:21]1[CH:22]=[N:23][C:24]([C:27]([F:29])([F:28])[F:30])=[CH:25][CH:26]=1)[C:10]1[C:11]([CH3:19])=[CH:12][C:13]([C:16]([NH2:38])=[O:18])=[N:14][CH:15]=1.